Predict the reactants needed to synthesize the given product. From a dataset of Full USPTO retrosynthesis dataset with 1.9M reactions from patents (1976-2016). (1) Given the product [CH3:12][O:13][CH2:2][C:3]1[N:7]([CH3:8])[N:6]=[C:5]([N+:9]([O-:11])=[O:10])[CH:4]=1, predict the reactants needed to synthesize it. The reactants are: Br[CH2:2][C:3]1[N:7]([CH3:8])[N:6]=[C:5]([N+:9]([O-:11])=[O:10])[CH:4]=1.[CH3:12][O-:13].[Na+]. (2) Given the product [NH2:28][C:24]1([C:21]2[CH:22]=[CH:23][C:18]([C:9]3[C:10]([C:12]4[CH:13]=[CH:14][CH:15]=[CH:16][CH:17]=4)=[CH:11][C:4]4[N:3]([CH2:36][C:37]5[N:38]=[CH:39][S:40][CH:41]=5)[C:2](=[O:1])[CH2:7][O:6][C:5]=4[N:8]=3)=[CH:19][CH:20]=2)[CH2:25][CH2:26][CH2:27]1, predict the reactants needed to synthesize it. The reactants are: [O:1]=[C:2]1[CH2:7][O:6][C:5]2[N:8]=[C:9]([C:18]3[CH:23]=[CH:22][C:21]([C:24]4([NH:28]C(=O)OC(C)(C)C)[CH2:27][CH2:26][CH2:25]4)=[CH:20][CH:19]=3)[C:10]([C:12]3[CH:17]=[CH:16][CH:15]=[CH:14][CH:13]=3)=[CH:11][C:4]=2[N:3]1[CH2:36][C:37]1[N:38]=[CH:39][S:40][CH:41]=1. (3) Given the product [F:29][C:30]1([C:33]2[N:34]([C:2]3[N:10]=[C:9]4[C:5]([N:6]=[C:7]([CH2:12][N:13]5[CH2:18][CH2:17][CH:16]([C:19]([OH:22])([CH3:20])[CH3:21])[CH2:15][CH2:14]5)[N:8]4[CH3:11])=[C:4]([N:23]4[CH2:28][CH2:27][O:26][CH2:25][CH2:24]4)[N:3]=3)[C:35]3[CH:41]=[CH:40][CH:39]=[CH:38][C:36]=3[N:37]=2)[CH2:31][CH2:32]1, predict the reactants needed to synthesize it. The reactants are: Cl[C:2]1[N:10]=[C:9]2[C:5]([N:6]=[C:7]([CH2:12][N:13]3[CH2:18][CH2:17][CH:16]([C:19]([OH:22])([CH3:21])[CH3:20])[CH2:15][CH2:14]3)[N:8]2[CH3:11])=[C:4]([N:23]2[CH2:28][CH2:27][O:26][CH2:25][CH2:24]2)[N:3]=1.[F:29][C:30]1([C:33]2[NH:37][C:36]3[CH:38]=[CH:39][CH:40]=[CH:41][C:35]=3[N:34]=2)[CH2:32][CH2:31]1. (4) The reactants are: [NH2:1][C:2]1[CH:7]=[CH:6][C:5]([CH2:8][CH2:9][CH:10]2[CH2:15][CH2:14][N:13]([C:16]([O:18][C:19]([CH3:22])([CH3:21])[CH3:20])=[O:17])[CH2:12][CH2:11]2)=[CH:4][CH:3]=1.C(=O)(O)[O-:24].[Na+].OOS([O-])=O.[K+].[OH2:34]. Given the product [N+:1]([C:2]1[CH:3]=[CH:4][C:5]([CH2:8][CH2:9][CH:10]2[CH2:11][CH2:12][N:13]([C:16]([O:18][C:19]([CH3:22])([CH3:21])[CH3:20])=[O:17])[CH2:14][CH2:15]2)=[CH:6][CH:7]=1)([O-:24])=[O:34], predict the reactants needed to synthesize it. (5) Given the product [CH3:3][O:4][C:5]1[C:14]2[N:13]([CH3:27])[C:12](=[O:15])[C@@H:11]3[CH2:16][N:17]([C:19]([O:21][C:22]([CH3:25])([CH3:24])[CH3:23])=[O:20])[CH2:18][C@@H:10]3[C:9]=2[CH:8]=[CH:7][CH:6]=1, predict the reactants needed to synthesize it. The reactants are: [H-].[Na+].[CH3:3][O:4][C:5]1[C:14]2[NH:13][C:12](=[O:15])[C@@H:11]3[CH2:16][N:17]([C:19]([O:21][C:22]([CH3:25])([CH3:24])[CH3:23])=[O:20])[CH2:18][C@@H:10]3[C:9]=2[CH:8]=[CH:7][CH:6]=1.I[CH3:27]. (6) Given the product [CH3:25][C:26]1[N:27]=[CH:28][C:29]([C:30]2[O:1][N:2]=[C:3]([C:5]3[CH:13]=[CH:12][C:11]4[N:10]5[CH2:14][CH2:15][CH:16]([CH2:17][C:18]([OH:20])=[O:19])[C:9]5=[CH:8][C:7]=4[CH:6]=3)[N:4]=2)=[CH:33][CH:34]=1, predict the reactants needed to synthesize it. The reactants are: [OH:1][N:2]=[C:3]([C:5]1[CH:13]=[CH:12][C:11]2[N:10]3[CH2:14][CH2:15][CH:16]([CH2:17][C:18]([O:20]C(C)(C)C)=[O:19])[C:9]3=[CH:8][C:7]=2[CH:6]=1)[NH2:4].[CH3:25][C:26]1[CH:34]=[CH:33][C:29]([C:30](O)=O)=[CH:28][N:27]=1. (7) The reactants are: [Br:1][C:2]1[CH:3]=[C:4]([CH:9]=[C:10]([CH2:13][CH2:14][CH2:15][O:16][CH:17]([F:19])[F:18])[C:11]=1[CH3:12])[C:5](OC)=[O:6].CC(C[AlH]CC(C)C)C.CC(OI1(OC(C)=O)(OC(C)=O)OC(=O)C2C=CC=CC1=2)=O.C(=O)(O)[O-].[Na+]. Given the product [Br:1][C:2]1[CH:3]=[C:4]([CH:9]=[C:10]([CH2:13][CH2:14][CH2:15][O:16][CH:17]([F:18])[F:19])[C:11]=1[CH3:12])[CH:5]=[O:6], predict the reactants needed to synthesize it. (8) Given the product [Cl:1][C:2]1[CH:3]=[C:4]2[C:5](=[CH:6][CH:7]=1)[C:11]([OH:13])=[CH:10][C:9]([CH3:16])=[CH:8]2, predict the reactants needed to synthesize it. The reactants are: [Cl:1][C:2]1[CH:3]=[C:4]([CH2:8][C:9]([CH3:16])=[CH:10][C:11]([O:13]CC)=O)[CH:5]=[CH:6][CH:7]=1.OS(O)(=O)=O. (9) Given the product [NH2:1][C:2]1[CH:7]=[CH:6][C:5]([CH2:8][C:9]([O:11][CH2:12][CH3:13])=[O:10])=[CH:4][C:3]=1[C:20]1[CH:21]=[CH:22][C:17]([C:16]([F:27])([F:26])[F:15])=[CH:18][CH:19]=1, predict the reactants needed to synthesize it. The reactants are: [NH2:1][C:2]1[CH:7]=[CH:6][C:5]([CH2:8][C:9]([O:11][CH2:12][CH3:13])=[O:10])=[CH:4][C:3]=1I.[F:15][C:16]([F:27])([F:26])[C:17]1[CH:22]=[CH:21][C:20](B(O)O)=[CH:19][CH:18]=1.ClCCl.C(=O)([O-])[O-].[Na+].[Na+]. (10) The reactants are: [C:1]1([C:20]2[CH:25]=[CH:24][CH:23]=[CH:22][CH:21]=2)[CH:6]=[CH:5][C:4]([CH2:7][C@H:8]2[N:12]([C:13](=O)C(C)(C)C)C(=O)[CH2:10][CH2:9]2)=[CH:3][CH:2]=1.[NH:26]1[CH2:30][CH2:29][CH2:28][CH2:27]1.[CH2:31]=[O:32]. Given the product [C:1]1([C:20]2[CH:21]=[CH:22][CH:23]=[CH:24][CH:25]=2)[CH:2]=[CH:3][C:4]([CH2:7][C@H:8]2[N:12]([CH2:13][N:26]3[CH2:30][CH2:29][CH2:28][CH2:27]3)[C:31](=[O:32])[CH2:10][CH2:9]2)=[CH:5][CH:6]=1, predict the reactants needed to synthesize it.